Dataset: Reaction yield outcomes from USPTO patents with 853,638 reactions. Task: Predict the reaction yield, written as a fraction of the theoretical maximum amount of product (1.0 means a 100% yield; for example, 0.34 means a 34% yield). (1) The reactants are Br[C:2]1[CH:3]=[CH:4][C:5]([F:20])=[C:6]([C@:8]2([CH3:19])[CH2:13][S:12](=[O:15])(=[O:14])[C:11]([CH3:17])([CH3:16])[C:10]([NH2:18])=[N:9]2)[CH:7]=1.N. The catalyst is CO.[Pd]. The product is [F:20][C:5]1[CH:4]=[CH:3][CH:2]=[CH:7][C:6]=1[C@:8]1([CH3:19])[CH2:13][S:12](=[O:14])(=[O:15])[C:11]([CH3:16])([CH3:17])[C:10]([NH2:18])=[N:9]1. The yield is 0.971. (2) The reactants are COC([C:5]1[C:9]2=[N:10][C:11]([C:27]3[CH:32]=[CH:31][C:30]([F:33])=[CH:29][CH:28]=3)=[C:12]([C:21]3[CH:26]=[CH:25][N:24]=[CH:23][CH:22]=3)[C:13]([C:14]3[CH:19]=[CH:18][C:17]([F:20])=[CH:16][CH:15]=3)=[C:8]2[NH:7][N:6]=1)=O.O. The catalyst is CN1C(=O)CCC1.Cl. The product is [F:33][C:30]1[CH:31]=[CH:32][C:27]([C:11]2[N:10]=[C:9]3[CH:5]=[N:6][NH:7][C:8]3=[C:13]([C:14]3[CH:15]=[CH:16][C:17]([F:20])=[CH:18][CH:19]=3)[C:12]=2[C:21]2[CH:26]=[CH:25][N:24]=[CH:23][CH:22]=2)=[CH:28][CH:29]=1. The yield is 0.180. (3) The reactants are [CH3:1][C:2]1[C:13]([O:14][C:15]2[CH:20]=[CH:19][C:18]([O:21][C:22]([F:25])([F:24])[F:23])=[CH:17][CH:16]=2)=[CH:12][C:5]([C:6]([O:8][CH:9]([CH3:11])[CH3:10])=[O:7])=[C:4]([N+:26]([O-])=O)[CH:3]=1. The catalyst is [C].[Pd].CO. The product is [NH2:26][C:4]1[CH:3]=[C:2]([CH3:1])[C:13]([O:14][C:15]2[CH:20]=[CH:19][C:18]([O:21][C:22]([F:23])([F:24])[F:25])=[CH:17][CH:16]=2)=[CH:12][C:5]=1[C:6]([O:8][CH:9]([CH3:11])[CH3:10])=[O:7]. The yield is 0.950. (4) The yield is 0.767. The reactants are Br[C:2]1[C:7]([CH2:8][O:9]COC)=[CH:6][CH:5]=[CH:4][C:3]=1[CH:13]1[O:17]CCO1.[Li]CCCC.[B:23](OC(C)C)(OC(C)C)[O:24]C(C)C. The product is [CH:8]([C:7]1[C:2]2[B:23]([OH:24])[O:17][CH2:13][C:3]=2[CH:4]=[CH:5][CH:6]=1)=[O:9]. The catalyst is C1COCC1. (5) The reactants are [Cl:1][C:2]1[N:9]=[C:8]([Cl:10])[C:7]([Cl:11])=[C:6](Cl)[C:3]=1[C:4]#[N:5].[NH4+].[Cl-]. The catalyst is CO.C1COCC1.[Zn]. The product is [Cl:1][C:2]1[N:9]=[C:8]([Cl:10])[C:7]([Cl:11])=[CH:6][C:3]=1[C:4]#[N:5]. The yield is 0.710.